Dataset: NCI-60 drug combinations with 297,098 pairs across 59 cell lines. Task: Regression. Given two drug SMILES strings and cell line genomic features, predict the synergy score measuring deviation from expected non-interaction effect. (1) Drug 1: CC1=C(C(=O)C2=C(C1=O)N3CC4C(C3(C2COC(=O)N)OC)N4)N. Drug 2: C(CCl)NC(=O)N(CCCl)N=O. Cell line: OVCAR-4. Synergy scores: CSS=7.60, Synergy_ZIP=-3.26, Synergy_Bliss=-3.79, Synergy_Loewe=-9.03, Synergy_HSA=-3.83. (2) Synergy scores: CSS=25.8, Synergy_ZIP=-6.86, Synergy_Bliss=-1.45, Synergy_Loewe=-6.76, Synergy_HSA=-2.46. Drug 2: C1=CC=C(C=C1)NC(=O)CCCCCCC(=O)NO. Drug 1: C1=NC2=C(N=C(N=C2N1C3C(C(C(O3)CO)O)F)Cl)N. Cell line: NCIH23. (3) Drug 1: CN(C)N=NC1=C(NC=N1)C(=O)N. Drug 2: CC1C(C(CC(O1)OC2CC(CC3=C2C(=C4C(=C3O)C(=O)C5=C(C4=O)C(=CC=C5)OC)O)(C(=O)CO)O)N)O.Cl. Cell line: OVCAR-5. Synergy scores: CSS=24.4, Synergy_ZIP=-5.57, Synergy_Bliss=-7.08, Synergy_Loewe=-7.45, Synergy_HSA=-4.42. (4) Drug 1: COC1=NC(=NC2=C1N=CN2C3C(C(C(O3)CO)O)O)N. Drug 2: CC12CCC3C(C1CCC2O)C(CC4=C3C=CC(=C4)O)CCCCCCCCCS(=O)CCCC(C(F)(F)F)(F)F. Cell line: SK-OV-3. Synergy scores: CSS=9.86, Synergy_ZIP=-5.36, Synergy_Bliss=0.870, Synergy_Loewe=-7.77, Synergy_HSA=-2.95. (5) Drug 1: CN1C(=O)N2C=NC(=C2N=N1)C(=O)N. Drug 2: C1=NC2=C(N1)C(=S)N=CN2. Cell line: HL-60(TB). Synergy scores: CSS=23.6, Synergy_ZIP=-4.71, Synergy_Bliss=0.737, Synergy_Loewe=-24.9, Synergy_HSA=-2.78. (6) Drug 1: CN(C)C1=NC(=NC(=N1)N(C)C)N(C)C. Drug 2: CC1=CC=C(C=C1)C2=CC(=NN2C3=CC=C(C=C3)S(=O)(=O)N)C(F)(F)F. Cell line: 786-0. Synergy scores: CSS=-4.28, Synergy_ZIP=-0.243, Synergy_Bliss=-3.25, Synergy_Loewe=-8.07, Synergy_HSA=-5.98. (7) Drug 1: C1=CC(=CC=C1C#N)C(C2=CC=C(C=C2)C#N)N3C=NC=N3. Drug 2: CCC(=C(C1=CC=CC=C1)C2=CC=C(C=C2)OCCN(C)C)C3=CC=CC=C3.C(C(=O)O)C(CC(=O)O)(C(=O)O)O. Synergy scores: CSS=-0.359, Synergy_ZIP=0.493, Synergy_Bliss=2.13, Synergy_Loewe=-2.13, Synergy_HSA=-1.36. Cell line: 786-0.